The task is: Predict the product of the given reaction.. This data is from Forward reaction prediction with 1.9M reactions from USPTO patents (1976-2016). (1) The product is: [Cl:1][C:2]1[CH:3]=[CH:4][C:5]2[S:9][CH:8]=[C:7]([CH2:10][CH2:11][N:12]3[CH2:13][CH:14]=[C:15]([C:18]4[C:26]5[C:21](=[CH:22][CH:23]=[CH:24][CH:25]=5)[N:20]([CH2:30][CH:29]=[CH2:28])[CH:19]=4)[CH2:16][CH2:17]3)[C:6]=2[CH:27]=1. Given the reactants [Cl:1][C:2]1[CH:3]=[CH:4][C:5]2[S:9][CH:8]=[C:7]([CH2:10][CH2:11][N:12]3[CH2:17][CH:16]=[C:15]([C:18]4[C:26]5[C:21](=[CH:22][CH:23]=[CH:24][CH:25]=5)[NH:20][CH:19]=4)[CH2:14][CH2:13]3)[C:6]=2[CH:27]=1.[CH3:28][CH2:29][CH2:30]CCC.C(Br)C=C, predict the reaction product. (2) Given the reactants [CH2:1]([O:3][C:4](=[O:26])[CH2:5][C:6]1[CH:7]=[N:8][CH:9]=[C:10]([C:12]2[CH:17]=[CH:16][C:15]([C:18]([F:21])([F:20])[F:19])=[CH:14][C:13]=2[CH2:22][NH:23][CH2:24][CH3:25])[CH:11]=1)[CH3:2].[N:27]1[CH:32]=[CH:31][CH:30]=[C:29]([CH2:33][CH2:34][C:35]([OH:37])=O)[CH:28]=1, predict the reaction product. The product is: [CH2:1]([O:3][C:4](=[O:26])[CH2:5][C:6]1[CH:7]=[N:8][CH:9]=[C:10]([C:12]2[CH:17]=[CH:16][C:15]([C:18]([F:20])([F:19])[F:21])=[CH:14][C:13]=2[CH2:22][N:23]([CH2:24][CH3:25])[C:35](=[O:37])[CH2:34][CH2:33][C:29]2[CH:28]=[N:27][CH:32]=[CH:31][CH:30]=2)[CH:11]=1)[CH3:2]. (3) Given the reactants [H-].[Na+].[CH2:3]([C:5]1[C:10](=[O:11])[NH:9][CH:8]=[N:7][C:6]=1[O:12][CH2:13][C:14]1[CH:21]=[CH:20][CH:19]=[CH:18][C:15]=1[C:16]#[N:17])[CH3:4].C(N1C(=O)C(CC)=C(OCC2C=CC=CC=2CNC(NC2N(C3C=CC(C)=CC=3)N=C(C(C)(C)C)C=2)=O)N=C1)C1C=CC=CC=1.[CH3:67][O:68][C:69]1[CH:76]=[CH:75][C:72]([CH2:73]Cl)=[CH:71][CH:70]=1, predict the reaction product. The product is: [CH2:3]([C:5]1[C:10](=[O:11])[N:9]([CH2:73][C:72]2[CH:75]=[CH:76][C:69]([O:68][CH3:67])=[CH:70][CH:71]=2)[CH:8]=[N:7][C:6]=1[O:12][CH2:13][C:14]1[CH:21]=[CH:20][CH:19]=[CH:18][C:15]=1[C:16]#[N:17])[CH3:4].